Dataset: NCI-60 drug combinations with 297,098 pairs across 59 cell lines. Task: Regression. Given two drug SMILES strings and cell line genomic features, predict the synergy score measuring deviation from expected non-interaction effect. (1) Drug 1: C1CNP(=O)(OC1)N(CCCl)CCCl. Drug 2: B(C(CC(C)C)NC(=O)C(CC1=CC=CC=C1)NC(=O)C2=NC=CN=C2)(O)O. Cell line: KM12. Synergy scores: CSS=-6.10, Synergy_ZIP=7.06, Synergy_Bliss=-3.77, Synergy_Loewe=-85.1, Synergy_HSA=-26.4. (2) Drug 1: C1=C(C(=O)NC(=O)N1)F. Drug 2: C1=CC(=CC=C1CCCC(=O)O)N(CCCl)CCCl. Cell line: SW-620. Synergy scores: CSS=51.5, Synergy_ZIP=-8.61, Synergy_Bliss=-6.92, Synergy_Loewe=-5.66, Synergy_HSA=-0.956. (3) Drug 1: CC1=C2C(C(=O)C3(C(CC4C(C3C(C(C2(C)C)(CC1OC(=O)C(C(C5=CC=CC=C5)NC(=O)OC(C)(C)C)O)O)OC(=O)C6=CC=CC=C6)(CO4)OC(=O)C)OC)C)OC. Drug 2: CCC1=CC2CC(C3=C(CN(C2)C1)C4=CC=CC=C4N3)(C5=C(C=C6C(=C5)C78CCN9C7C(C=CC9)(C(C(C8N6C)(C(=O)OC)O)OC(=O)C)CC)OC)C(=O)OC.C(C(C(=O)O)O)(C(=O)O)O. Cell line: UACC62. Synergy scores: CSS=54.2, Synergy_ZIP=1.09, Synergy_Bliss=-1.22, Synergy_Loewe=3.27, Synergy_HSA=4.82.